Dataset: Forward reaction prediction with 1.9M reactions from USPTO patents (1976-2016). Task: Predict the product of the given reaction. Given the reactants [NH:1]1[C:9]2[C:4](=[CH:5][C:6]([NH:10][C:11]3[CH:20]=[CH:19][C:18]([Cl:21])=[CH:17][C:12]=3[C:13]([O:15][CH3:16])=[O:14])=[CH:7][CH:8]=2)[CH:3]=[CH:2]1.C(=O)([O-])[O-].[Cs+].[Cs+].O.C(OCC)(=O)C.F[C:36]1[CH:41]=[CH:40][CH:39]=[CH:38][C:37]=1[N+:42]([O-:44])=[O:43], predict the reaction product. The product is: [Cl:21][C:18]1[CH:19]=[CH:20][C:11]([NH:10][C:6]2[CH:5]=[C:4]3[C:9](=[CH:8][CH:7]=2)[N:1]([C:36]2[CH:41]=[CH:40][CH:39]=[CH:38][C:37]=2[N+:42]([O-:44])=[O:43])[CH:2]=[CH:3]3)=[C:12]([CH:17]=1)[C:13]([O:15][CH3:16])=[O:14].